Dataset: Full USPTO retrosynthesis dataset with 1.9M reactions from patents (1976-2016). Task: Predict the reactants needed to synthesize the given product. (1) Given the product [CH3:13][O:12][C:11]1[CH:10]=[CH:9][C:8]2[NH:7][C:6](=[O:14])[C:5]3[S:15][CH:16]=[CH:17][C:4]=3[C:3]=2[C:2]=1[C:26]1[CH:27]=[CH:28][C:23]([C:19]([CH3:22])([CH3:18])[C:20]#[N:21])=[CH:24][CH:25]=1, predict the reactants needed to synthesize it. The reactants are: Br[C:2]1[C:3]2[C:4]3[CH:17]=[CH:16][S:15][C:5]=3[C:6](=[O:14])[NH:7][C:8]=2[CH:9]=[CH:10][C:11]=1[O:12][CH3:13].[CH3:18][C:19]([C:23]1[CH:28]=[CH:27][C:26](B2OC(C)(C)C(C)(C)O2)=[CH:25][CH:24]=1)([CH3:22])[C:20]#[N:21]. (2) Given the product [F:19][C:17]([F:18])([F:20])[C:14]1[CH:15]=[CH:16][C:11]([C@@H:9]([N:8]([CH2:21][C:22]2[CH:37]=[CH:36][C:25]([C:26]3[O:27][N:52]=[C:40]([CH2:41][CH2:42][CH2:43][CH2:44][CH2:45][CH2:46][CH2:47][CH2:48][CH2:49][CH2:50][CH3:51])[N:39]=3)=[CH:24][CH:23]=2)[C:6](=[O:7])[O:5][C:1]([CH3:4])([CH3:2])[CH3:3])[CH3:10])=[CH:12][CH:13]=1, predict the reactants needed to synthesize it. The reactants are: [C:1]([O:5][C:6]([N:8]([CH2:21][C:22]1[CH:37]=[CH:36][C:25]([C:26](OCC2C=CC=CC=2)=[O:27])=[CH:24][CH:23]=1)[C@H:9]([C:11]1[CH:16]=[CH:15][C:14]([C:17]([F:20])([F:19])[F:18])=[CH:13][CH:12]=1)[CH3:10])=[O:7])([CH3:4])([CH3:3])[CH3:2].O[NH:39][C:40](=[NH:52])[CH2:41][CH2:42][CH2:43][CH2:44][CH2:45][CH2:46][CH2:47][CH2:48][CH2:49][CH2:50][CH3:51]. (3) Given the product [C:35]([C:37]1[CH:42]=[CH:41][C:40]([C:2]2[CH:7]=[C:6]([C:8]([F:11])([F:10])[F:9])[CH:5]=[C:4]([C@H:12]([O:14][CH2:15][C:16]3([C:29]4[CH:30]=[CH:31][CH:32]=[CH:33][CH:34]=4)[CH2:17][CH2:18][N:19]([C:22]([O:24][C:25]([CH3:27])([CH3:28])[CH3:26])=[O:23])[CH2:20][CH2:21]3)[CH3:13])[CH:3]=2)=[CH:39][CH:38]=1)#[N:36], predict the reactants needed to synthesize it. The reactants are: Br[C:2]1[CH:3]=[C:4]([C@H:12]([O:14][CH2:15][C:16]2([C:29]3[CH:34]=[CH:33][CH:32]=[CH:31][CH:30]=3)[CH2:21][CH2:20][N:19]([C:22]([O:24][C:25]([CH3:28])([CH3:27])[CH3:26])=[O:23])[CH2:18][CH2:17]2)[CH3:13])[CH:5]=[C:6]([C:8]([F:11])([F:10])[F:9])[CH:7]=1.[C:35]([C:37]1[CH:42]=[CH:41][C:40](B(O)O)=[CH:39][CH:38]=1)#[N:36].CO.